From a dataset of Reaction yield outcomes from USPTO patents with 853,638 reactions. Predict the reaction yield, written as a fraction of the theoretical maximum amount of product (1.0 means a 100% yield; for example, 0.34 means a 34% yield). (1) The reactants are [H-].[Na+].[NH2:3][C:4]1[CH:9]=[CH:8][CH:7]=[CH:6][C:5]=1[S:10]([CH:13]([CH3:15])[CH3:14])(=[O:12])=[O:11].[Cl:16][C:17]1[N:22]=[C:21](Cl)[C:20]([CH3:24])=[CH:19][N:18]=1. The catalyst is CN(C=O)C. The product is [Cl:16][C:17]1[N:22]=[C:21]([NH:3][C:4]2[CH:9]=[CH:8][CH:7]=[CH:6][C:5]=2[S:10]([CH:13]([CH3:15])[CH3:14])(=[O:12])=[O:11])[C:20]([CH3:24])=[CH:19][N:18]=1. The yield is 0.240. (2) The reactants are [C@H:1]1([NH:10][C:11]([C:13]2[CH:18]=[CH:17][CH:16]=[C:15]([C:19]3[C:27]4[C:22](=[CH:23][CH:24]=[C:25]([C:28]5[N:32]=[CH:31][N:30](C(C6C=CC=CC=6)(C6C=CC=CC=6)C6C=CC=CC=6)[N:29]=5)[CH:26]=4)[N:21](C4CCCCO4)[N:20]=3)[CH:14]=2)=[O:12])[C:9]2[C:4](=[CH:5][CH:6]=[CH:7][CH:8]=2)[CH2:3][CH2:2]1.Cl.C(=O)(O)[O-].[Na+]. The catalyst is O1CCOCC1. The product is [NH:29]1[C:28]([C:25]2[CH:26]=[C:27]3[C:22](=[CH:23][CH:24]=2)[NH:21][N:20]=[C:19]3[C:15]2[CH:14]=[C:13]([C:11]([NH:10][C@H:1]3[C:9]4[C:4](=[CH:5][CH:6]=[CH:7][CH:8]=4)[CH2:3][CH2:2]3)=[O:12])[CH:18]=[CH:17][CH:16]=2)=[N:32][CH:31]=[N:30]1. The yield is 0.0900. (3) The product is [CH2:1]([N:3]1[CH:7]=[C:6]([C:8]2[S:16][C:15]3[C:10](=[N:11][CH:12]=[CH:13][C:14]=3[O:17][C:18]3[CH:23]=[CH:22][C:21]([NH:24][C:38]([NH:37][C:35](=[O:36])[CH2:34][C:29]4[CH:30]=[CH:31][CH:32]=[CH:33][C:28]=4[O:27][CH3:26])=[O:39])=[CH:20][C:19]=3[F:25])[CH:9]=2)[N:5]=[CH:4]1)[CH3:2]. No catalyst specified. The yield is 0.420. The reactants are [CH2:1]([N:3]1[CH:7]=[C:6]([C:8]2[S:16][C:15]3[C:10](=[N:11][CH:12]=[CH:13][C:14]=3[O:17][C:18]3[CH:23]=[CH:22][C:21]([NH2:24])=[CH:20][C:19]=3[F:25])[CH:9]=2)[N:5]=[CH:4]1)[CH3:2].[CH3:26][O:27][C:28]1[CH:33]=[CH:32][CH:31]=[CH:30][C:29]=1[CH2:34][C:35]([N:37]=[C:38]=[O:39])=[O:36].